Dataset: Reaction yield outcomes from USPTO patents with 853,638 reactions. Task: Predict the reaction yield, written as a fraction of the theoretical maximum amount of product (1.0 means a 100% yield; for example, 0.34 means a 34% yield). (1) The reactants are [CH3:1][C:2]1[CH:10]=[CH:9][C:5]([C:6]([OH:8])=O)=[CH:4][C:3]=1[NH:11][C:12]1[CH:13]=[C:14]2[C:19](=[CH:20][CH:21]=1)[N:18]=[CH:17][N:16]([CH3:22])[C:15]2=[O:23].[NH2:24][C:25]1[CH:26]=[C:27]([C:31]([CH3:35])([CH3:34])[C:32]#[N:33])[CH:28]=[CH:29][CH:30]=1.CN(C(ON1N=NC2C=CC=NC1=2)=[N+](C)C)C.F[P-](F)(F)(F)(F)F.C(N(C(C)C)CC)(C)C. The catalyst is CN(C=O)C. The product is [C:32]([C:31]([C:27]1[CH:26]=[C:25]([NH:24][C:6](=[O:8])[C:5]2[CH:9]=[CH:10][C:2]([CH3:1])=[C:3]([NH:11][C:12]3[CH:13]=[C:14]4[C:19](=[CH:20][CH:21]=3)[N:18]=[CH:17][N:16]([CH3:22])[C:15]4=[O:23])[CH:4]=2)[CH:30]=[CH:29][CH:28]=1)([CH3:35])[CH3:34])#[N:33]. The yield is 0.450. (2) The reactants are Cl[S:2]([N:5]=C=O)(=[O:4])=[O:3].C(O)(C)(C)C.Cl.[NH2:14][CH2:15][CH2:16][NH:17][C:18]1[C:19]([C:23]2[N:27]([C:28]3[CH:33]=[CH:32][C:31]([F:34])=[C:30]([Cl:35])[CH:29]=3)[C:26](=[O:36])[O:25][N:24]=2)=[N:20][O:21][N:22]=1.C(N(CC)CC)C. The catalyst is ClCCl.Cl. The product is [Cl:35][C:30]1[CH:29]=[C:28]([N:27]2[C:26](=[O:36])[O:25][N:24]=[C:23]2[C:19]2[C:18]([NH:17][CH2:16][CH2:15][NH:14][S:2]([NH2:5])(=[O:4])=[O:3])=[N:22][O:21][N:20]=2)[CH:33]=[CH:32][C:31]=1[F:34]. The yield is 0.780.